From a dataset of Full USPTO retrosynthesis dataset with 1.9M reactions from patents (1976-2016). Predict the reactants needed to synthesize the given product. (1) Given the product [Si:33]([O:40][CH2:41][CH2:42][NH:1][CH2:2][CH2:3][NH:4][C@H:5]1[CH2:10][CH2:9][C@H:8]([CH2:11][C:12]([NH:14][C@H:15]2[CH2:20][C:19]3[CH:21]=[CH:22][CH:23]=[C:24]([C:25]([OH:27])=[O:26])[C:18]=3[O:17][B:16]2[OH:28])=[O:13])[CH2:7][CH2:6]1)([C:36]([CH3:39])([CH3:38])[CH3:37])([CH3:35])[CH3:34], predict the reactants needed to synthesize it. The reactants are: [NH2:1][CH2:2][CH2:3][NH:4][C@H:5]1[CH2:10][CH2:9][C@H:8]([CH2:11][C:12]([NH:14][C@H:15]2[CH2:20][C:19]3[CH:21]=[CH:22][CH:23]=[C:24]([C:25]([OH:27])=[O:26])[C:18]=3[O:17][B:16]2[OH:28])=[O:13])[CH2:7][CH2:6]1.C(O)(=O)C.[Si:33]([O:40][CH2:41][CH:42]=O)([C:36]([CH3:39])([CH3:38])[CH3:37])([CH3:35])[CH3:34].C(O[BH-](OC(=O)C)OC(=O)C)(=O)C.[Na+]. (2) Given the product [CH3:16][C:15]1[N:3]=[N:2][N:1]([C:4]2[CH:9]=[CH:8][C:7]([NH2:10])=[CH:6][CH:5]=2)[CH:14]=1, predict the reactants needed to synthesize it. The reactants are: [N:1]([C:4]1[CH:9]=[CH:8][C:7]([N+:10]([O-])=O)=[CH:6][CH:5]=1)=[N+:2]=[N-:3].Br[CH2:14][C:15]#[CH:16]. (3) Given the product [S:1]1[CH:5]=[C:4]([C:6]2[CH:16]=[CH:15][C:9]([O:10][CH2:11][C@H:12]([OH:13])[CH2:14][NH:27][CH2:26][C:22]3[S:21][CH:25]=[CH:24][CH:23]=3)=[CH:8][CH:7]=2)[C:3]2[CH:17]=[CH:18][CH:19]=[CH:20][C:2]1=2, predict the reactants needed to synthesize it. The reactants are: [S:1]1[CH:5]=[C:4]([C:6]2[CH:16]=[CH:15][C:9]([O:10][CH2:11][CH:12]3[CH2:14][O:13]3)=[CH:8][CH:7]=2)[C:3]2[CH:17]=[CH:18][CH:19]=[CH:20][C:2]1=2.[S:21]1[CH:25]=[CH:24][CH:23]=[C:22]1[CH2:26][NH2:27]. (4) Given the product [OH:19][CH2:18][C:17]1[CH:16]=[C:15]([NH:14][C:11]([CH:6]2[CH2:7][CH2:8][CH2:9][CH2:10][C:5]32[O:1][CH2:2][CH2:3][O:4]3)=[O:13])[CH:22]=[CH:21][CH:20]=1, predict the reactants needed to synthesize it. The reactants are: [O:1]1[C:5]2([CH2:10][CH2:9][CH2:8][CH2:7][CH:6]2[C:11]([OH:13])=O)[O:4][CH2:3][CH2:2]1.[NH2:14][C:15]1[CH:16]=[C:17]([CH:20]=[CH:21][CH:22]=1)[CH2:18][OH:19].Cl.CN(C)CCCN=C=NCC.O.